Dataset: Full USPTO retrosynthesis dataset with 1.9M reactions from patents (1976-2016). Task: Predict the reactants needed to synthesize the given product. (1) Given the product [CH:1]1([N:4]2[CH2:9][C:8]3([CH2:10][CH2:11][N:12]([S:15]([C:18]4[CH:19]=[CH:20][C:21]([C:35]5[CH:44]=[C:43]6[C:38]([CH:39]=[C:40]([C:45]([NH2:47])=[O:46])[CH:41]=[N:42]6)=[CH:37][CH:36]=5)=[CH:22][CH:23]=4)(=[O:16])=[O:17])[CH2:13][CH2:14]3)[O:7][CH2:6][C:5]2=[O:33])[CH2:2][CH2:3]1, predict the reactants needed to synthesize it. The reactants are: [CH:1]1([N:4]2[CH2:9][C:8]3([CH2:14][CH2:13][N:12]([S:15]([C:18]4[CH:23]=[CH:22][C:21](B5OC(C)(C)C(C)(C)O5)=[CH:20][CH:19]=4)(=[O:17])=[O:16])[CH2:11][CH2:10]3)[O:7][CH2:6][C:5]2=[O:33])[CH2:3][CH2:2]1.Br[C:35]1[CH:44]=[C:43]2[C:38]([CH:39]=[C:40]([C:45]([NH2:47])=[O:46])[CH:41]=[N:42]2)=[CH:37][CH:36]=1.C(=O)([O-])[O-].[K+].[K+]. (2) The reactants are: [Br:1][C:2]1[CH:7]=[C:6]([F:8])[CH:5]=[CH:4][C:3]=1[CH3:9].[Br:10]N1C(=O)CCC1=O.C(OOC(=O)C1C=CC=CC=1)(=O)C1C=CC=CC=1. Given the product [Br:1][C:2]1[CH:7]=[C:6]([F:8])[CH:5]=[CH:4][C:3]=1[CH2:9][Br:10], predict the reactants needed to synthesize it. (3) Given the product [Cl:23][C:24]1[CH:29]=[CH:28][C:27]([CH2:30][CH2:31][NH:32][C:13]([C:10]2[S:11][C:12]3[C:4]([N+:1]([O-:3])=[O:2])=[CH:5][C:6]([C:19]([F:21])([F:22])[F:20])=[CH:7][C:8]=3[N+:9]=2[O-:18])=[O:15])=[CH:26][CH:25]=1, predict the reactants needed to synthesize it. The reactants are: [N+:1]([C:4]1[C:12]2[S:11][C:10]([C:13]([O:15]CC)=O)=[N+:9]([O-:18])[C:8]=2[CH:7]=[C:6]([C:19]([F:22])([F:21])[F:20])[CH:5]=1)([O-:3])=[O:2].[Cl:23][C:24]1[CH:29]=[CH:28][C:27]([CH2:30][CH2:31][NH2:32])=[CH:26][CH:25]=1. (4) The reactants are: [Cl:1][C:2]1[C:3]([N+:19]([O-])=O)=[CH:4][C:5]2[O:9][C:8]([N:10]3[CH2:16][CH2:15][CH2:14][N:13]([CH3:17])[CH2:12][CH2:11]3)=[N:7][C:6]=2[CH:18]=1.Cl.[H][H]. Given the product [Cl:1][C:2]1[C:3]([NH2:19])=[CH:4][C:5]2[O:9][C:8]([N:10]3[CH2:16][CH2:15][CH2:14][N:13]([CH3:17])[CH2:12][CH2:11]3)=[N:7][C:6]=2[CH:18]=1, predict the reactants needed to synthesize it. (5) Given the product [C:36]([C:33]([CH3:35])([O:32][C:28]1[CH:27]=[C:26]([CH:31]=[CH:30][CH:29]=1)[O:25][CH2:24][CH2:23][C:21]1[N:22]=[C:18]([C:14]2[CH:13]=[C:12]([C:9]3[CH:8]=[CH:7][C:6]([C:4]([OH:5])=[O:3])=[CH:11][CH:10]=3)[CH:17]=[CH:16][CH:15]=2)[O:19][C:20]=1[CH3:41])[CH3:34])([OH:38])=[O:37], predict the reactants needed to synthesize it. The reactants are: C([O:3][C:4]([C:6]1[CH:11]=[CH:10][C:9]([C:12]2[CH:17]=[CH:16][CH:15]=[C:14]([C:18]3[O:19][C:20]([CH3:41])=[C:21]([CH2:23][CH2:24][O:25][C:26]4[CH:31]=[CH:30][CH:29]=[C:28]([O:32][C:33]([C:36]([O:38]CC)=[O:37])([CH3:35])[CH3:34])[CH:27]=4)[N:22]=3)[CH:13]=2)=[CH:8][CH:7]=1)=[O:5])C.[OH-].[Na+].Cl. (6) Given the product [CH2:1]1[O:13][C:12]2[CH:11]=[C:10]3[C:5]([C:6]([N:14]([CH:15]([CH3:20])[CH2:16][N:17]([CH3:19])[CH3:18])[C:22](=[O:23])[C:36]4[CH:35]=[C:34]([O:37][CH3:38])[C:33]([O:39][CH3:40])=[CH:29][C:28]=4[I:27])=[CH:7][CH:8]=[N:9]3)=[CH:4][C:3]=2[O:2]1, predict the reactants needed to synthesize it. The reactants are: [CH2:1]1[O:13][C:12]2[CH:11]=[C:10]3[C:5]([C:6]([NH:14][CH:15]([CH3:20])[CH2:16][N:17]([CH3:19])[CH3:18])=[CH:7][CH:8]=[N:9]3)=[CH:4][C:3]=2[O:2]1.C(Cl)(=O)[C:22](Cl)=[O:23].[I:27][C:28]1[CH:36]=[CH:35][C:34]([O:37][CH3:38])=[C:33]([O:39][CH3:40])[C:29]=1C(O)=O.[K+].[Br-].